This data is from Reaction yield outcomes from USPTO patents with 853,638 reactions. The task is: Predict the reaction yield, written as a fraction of the theoretical maximum amount of product (1.0 means a 100% yield; for example, 0.34 means a 34% yield). (1) The reactants are [CH2:1]([N:3]1[C:11]2[C:6](=[CH:7][CH:8]=[C:9]([O:12][CH3:13])[CH:10]=2)[C:5]([C:14]#[N:15])=[C:4]1I)[CH3:2].[F:17][C:18]1[CH:23]=[CH:22][C:21]([C:24]#[CH:25])=[CH:20][CH:19]=1.CN(C=O)C.CCN(CC)CC. The catalyst is O.[Pd](Cl)Cl.C1(P(C2C=CC=CC=2)C2C=CC=CC=2)C=CC=CC=1.C1(P(C2C=CC=CC=2)C2C=CC=CC=2)C=CC=CC=1.[Cu]I. The product is [CH2:1]([N:3]1[C:11]2[C:6](=[CH:7][CH:8]=[C:9]([O:12][CH3:13])[CH:10]=2)[C:5]([C:14]#[N:15])=[C:4]1[C:25]#[C:24][C:21]1[CH:22]=[CH:23][C:18]([F:17])=[CH:19][CH:20]=1)[CH3:2]. The yield is 0.820. (2) The reactants are [CH3:1][CH:2]([CH3:14])[CH:3](O)[CH2:4][CH2:5][NH:6][C:7]1[CH:12]=[CH:11][CH:10]=[CH:9][CH:8]=1.[OH-].[Na+]. The catalyst is OS(O)(=O)=O. The product is [CH3:1][C:2]1([CH3:14])[CH2:3][CH2:4][CH2:5][NH:6][C:7]2[CH:12]=[CH:11][CH:10]=[CH:9][C:8]1=2. The yield is 0.0800. (3) The reactants are [N:1]([CH:4]([O:16][CH2:17][CH2:18][OH:19])[CH2:5][O:6][C:7]1[CH:8]=[C:9]([CH:13]=[CH:14][CH:15]=1)[C:10]([OH:12])=[O:11])=[N+:2]=[N-:3].[H-].[Na+].[CH2:22]([O:24][C:25](=[O:28])[CH2:26]Br)[CH3:23]. The catalyst is C1COCC1. The product is [N:1]([CH:4]([O:16][CH2:17][CH2:18][O:19][CH2:26][C:25]([O:24][CH2:22][CH3:23])=[O:28])[CH2:5][O:6][C:7]1[CH:8]=[C:9]([CH:13]=[CH:14][CH:15]=1)[C:10]([OH:12])=[O:11])=[N+:2]=[N-:3]. The yield is 0.316. (4) The reactants are [F:1][C:2]1[CH:7]=[CH:6][C:5]([C@H:8]2[N:12]([S:13]([C:16]3[CH:21]=[CH:20][C:19]([CH3:22])=[CH:18][CH:17]=3)(=[O:15])=[O:14])[CH:11]([CH2:23][CH2:24][CH:25]=[O:26])[CH2:10][CH2:9]2)=[CH:4][CH:3]=1.S([CH2:37][N:38]=[C:39]=O)(C1C=CC(C)=CC=1)(=O)=O.C(=O)([O-])[O-].[K+].[K+]. The catalyst is CO. The product is [F:1][C:2]1[CH:3]=[CH:4][C:5]([CH:8]2[N:12]([S:13]([C:16]3[CH:17]=[CH:18][C:19]([CH3:22])=[CH:20][CH:21]=3)(=[O:15])=[O:14])[CH:11]([CH2:23][CH2:24][C:25]3[O:26][CH:39]=[N:38][CH:37]=3)[CH2:10][CH2:9]2)=[CH:6][CH:7]=1. The yield is 0.240. (5) No catalyst specified. The yield is 0.880. The product is [NH2:26][C:7]1[C:6]2[N:5]([C:4]([C@@H:12]3[O:17][CH2:16][C@H:15]4[CH2:18][CH2:19][C:20](=[O:21])[N:14]4[CH2:13]3)=[N:3][C:2]=2[Br:1])[CH:10]=[CH:9][N:8]=1. The reactants are [Br:1][C:2]1[N:3]=[C:4]([C@@H:12]2[O:17][CH2:16][C@H:15]3[CH2:18][CH2:19][C:20](=[O:21])[N:14]3[CH2:13]2)[N:5]2[CH:10]=[CH:9][N:8]=[C:7](Cl)[C:6]=12.CC(O)C.[NH3:26].O. (6) The reactants are F[P-](F)(F)(F)(F)F.N1(OC(N(C)C)=[N+](C)C)C2C=CC=CC=2N=N1.[F:25][C:26]1[CH:34]=[CH:33][C:32]([CH2:35][C:36]2[C:45]3[C:40](=[CH:41][CH:42]=[CH:43][CH:44]=3)[C:39](=[O:46])[NH:38][N:37]=2)=[CH:31][C:27]=1[C:28]([OH:30])=O.C(N(CC)CC)C.Cl.[CH3:55][C:56]1([OH:62])[CH2:61][CH2:60][NH:59][CH2:58][CH2:57]1. The catalyst is CN(C)C=O.C(Cl)Cl. The product is [F:25][C:26]1[CH:34]=[CH:33][C:32]([CH2:35][C:36]2[C:45]3[C:40](=[CH:41][CH:42]=[CH:43][CH:44]=3)[C:39](=[O:46])[NH:38][N:37]=2)=[CH:31][C:27]=1[C:28]([N:59]1[CH2:60][CH2:61][C:56]([OH:62])([CH3:55])[CH2:57][CH2:58]1)=[O:30]. The yield is 0.236.